Dataset: Catalyst prediction with 721,799 reactions and 888 catalyst types from USPTO. Task: Predict which catalyst facilitates the given reaction. (1) Reactant: [ClH:1].F[C:3]1[CH:4]=[C:5]([CH:21]=[CH:22][CH:23]=1)[O:6][C:7]1[C:12](F)=[CH:11][CH:10]=[CH:9][C:8]=1[CH2:14][CH:15]1[CH2:20][CH2:19][NH:18][CH2:17][CH2:16]1.Cl.C(C1C=CC(OC2C=CC=CC=2CC2CC[NH:48][CH2:47]C2)=CC=1)(=O)C1C=CC=CC=1. Product: [ClH:1].[C:47]([C:3]1[CH:4]=[C:5]([CH:21]=[CH:22][CH:23]=1)[O:6][C:7]1[CH:12]=[CH:11][CH:10]=[CH:9][C:8]=1[CH2:14][CH:15]1[CH2:20][CH2:19][NH:18][CH2:17][CH2:16]1)#[N:48]. The catalyst class is: 22. (2) Reactant: Cl[C:2]1[C:11]2[C:6](=[CH:7][CH:8]=[CH:9][CH:10]=2)[N:5]=[C:4]([CH2:12][Cl:13])[N:3]=1.Cl.[NH2:15][C@H:16]([C:21]([NH2:23])=[O:22])[CH2:17][CH:18]([CH3:20])[CH3:19].C(=O)([O-])[O-].[K+].[K+]. Product: [Cl:13][CH2:12][C:4]1[N:3]=[C:2]([NH:15][C@@H:16]([CH2:17][CH:18]([CH3:20])[CH3:19])[C:21]([NH2:23])=[O:22])[C:11]2[C:6](=[CH:7][CH:8]=[CH:9][CH:10]=2)[N:5]=1. The catalyst class is: 10. (3) Reactant: C(OC([NH:8][C@@H:9]1[C:23](=[O:24])[N:22]2[CH2:25][C@H:26]([O:28][C:29]3[C:30]4[S:44][CH:43]=[CH:42][C:31]=4[N:32]=[C:33]([C:35]4[N:39]([CH3:40])[N:38]=[C:37]([CH3:41])[CH:36]=4)[N:34]=3)[CH2:27][C@H:21]2[C:20](=[O:45])[NH:19][C@:18]2([C:47]([O:49][CH3:50])=[O:48])[CH2:46][C@H:17]2[CH:16]=[CH:15][CH2:14][CH2:13][CH2:12][CH2:11][CH2:10]1)=O)(C)(C)C.FC(F)(F)C(O)=O. Product: [NH2:8][C@@H:9]1[C:23](=[O:24])[N:22]2[CH2:25][C@H:26]([O:28][C:29]3[C:30]4[S:44][CH:43]=[CH:42][C:31]=4[N:32]=[C:33]([C:35]4[N:39]([CH3:40])[N:38]=[C:37]([CH3:41])[CH:36]=4)[N:34]=3)[CH2:27][C@H:21]2[C:20](=[O:45])[NH:19][C@:18]2([C:47]([O:49][CH3:50])=[O:48])[CH2:46][C@H:17]2[CH:16]=[CH:15][CH2:14][CH2:13][CH2:12][CH2:11][CH2:10]1. The catalyst class is: 4. (4) Reactant: Cl[CH2:2][CH2:3][CH2:4][O:5][C:6]1[CH:11]=[CH:10][C:9]([C:12]2[S:13][C:14]3[CH2:20][CH2:19][CH2:18][CH:17]([NH:21][C:22](=[O:31])[O:23][CH2:24][C:25]4[CH:30]=[CH:29][CH:28]=[CH:27][CH:26]=4)[C:15]=3[N:16]=2)=[CH:8][CH:7]=1.[CH3:32][CH:33]1[CH2:37][CH2:36][CH2:35][NH:34]1. Product: [CH3:32][CH:33]1[CH2:37][CH2:36][CH2:35][N:34]1[CH2:2][CH2:3][CH2:4][O:5][C:6]1[CH:11]=[CH:10][C:9]([C:12]2[S:13][C:14]3[CH2:20][CH2:19][CH2:18][CH:17]([NH:21][C:22](=[O:31])[O:23][CH2:24][C:25]4[CH:30]=[CH:29][CH:28]=[CH:27][CH:26]=4)[C:15]=3[N:16]=2)=[CH:8][CH:7]=1. The catalyst class is: 10. (5) Reactant: [NH2:1][C:2]1[CH:10]=[CH:9][C:8]([S:11]([C:14]2[CH:19]=[CH:18][C:17]([CH2:20][CH2:21][N:22]([C:39]([O:41][C:42]([CH3:45])([CH3:44])[CH3:43])=[O:40])[CH2:23][C@@H:24]([C:32]3[CH:37]=[CH:36][CH:35]=[C:34]([Cl:38])[CH:33]=3)[O:25]C3CCCCO3)=[CH:16][CH:15]=2)(=[O:13])=[O:12])=[CH:7][C:3]=1[C:4]([OH:6])=[O:5].N1C=CC=CC=1.[C:52](Cl)(=[O:59])[C:53]1[CH:58]=[CH:57][CH:56]=[CH:55][CH:54]=1.Cl. Product: [C:52]([NH:1][C:2]1[CH:10]=[CH:9][C:8]([S:11]([C:14]2[CH:19]=[CH:18][C:17]([CH2:20][CH2:21][N:22]([C:39]([O:41][C:42]([CH3:44])([CH3:43])[CH3:45])=[O:40])[CH2:23][C@@H:24]([C:32]3[CH:37]=[CH:36][CH:35]=[C:34]([Cl:38])[CH:33]=3)[OH:25])=[CH:16][CH:15]=2)(=[O:13])=[O:12])=[CH:7][C:3]=1[C:4]([OH:6])=[O:5])(=[O:59])[C:53]1[CH:58]=[CH:57][CH:56]=[CH:55][CH:54]=1. The catalyst class is: 4. (6) Reactant: [Br:1][C:2]1[N:7]=[C:6](F)[C:5]([O:9][CH3:10])=[CH:4][CH:3]=1.[NH:11]1[CH2:16][CH2:15][CH2:14][C@H:13]([NH:17][C:18](=[O:24])[O:19][C:20]([CH3:23])([CH3:22])[CH3:21])[CH2:12]1.CN1CCOCC1.O. Product: [Br:1][C:2]1[N:7]=[C:6]([N:11]2[CH2:16][CH2:15][CH2:14][C@H:13]([NH:17][C:18](=[O:24])[O:19][C:20]([CH3:22])([CH3:21])[CH3:23])[CH2:12]2)[C:5]([O:9][CH3:10])=[CH:4][CH:3]=1. The catalyst class is: 60. (7) Reactant: O1CCCC1.[CH2:6]([O:13][C:14]1[CH:15]=[C:16]([NH:20][C:21]2[C:22]([NH2:31])=[C:23]3[C:28](=[CH:29][CH:30]=2)[CH2:27][CH2:26][CH2:25][CH2:24]3)[CH:17]=[CH:18][CH:19]=1)[C:7]1[CH:12]=[CH:11][CH:10]=[CH:9][CH:8]=1.[C:32](Cl)(=[O:37])[CH2:33][C:34](Cl)=[O:35]. Product: [CH2:6]([O:13][C:14]1[CH:15]=[C:16]([N:20]2[C:34](=[O:35])[CH2:33][C:32](=[O:37])[NH:31][C:22]3[C:23]4[CH2:24][CH2:25][CH2:26][CH2:27][C:28]=4[CH:29]=[CH:30][C:21]2=3)[CH:17]=[CH:18][CH:19]=1)[C:7]1[CH:8]=[CH:9][CH:10]=[CH:11][CH:12]=1. The catalyst class is: 5. (8) Reactant: C([O:5][C:6]([C:8]1[CH:9]=[CH:10][C:11]2[C:12]3[CH:13]=[CH:14][CH:15]=[C:16]4[C:27]=3[C:20]([C:21]3[C:26]=2[C:25]=1[CH:24]=[CH:23][CH:22]=3)=[CH:19][CH:18]=[C:17]4[C:28]([O:30]CC(C)C)=[O:29])=[O:7])C(C)C.[OH-].[K+:36]. Product: [CH:19]1[C:20]2=[C:27]3[C:12]([C:11]4[C:26]5[C:25](=[CH:24][CH:23]=[CH:22][C:21]2=5)[C:8]([C:6]([O-:7])=[O:5])=[CH:9][CH:10]=4)=[CH:13][CH:14]=[CH:15][C:16]3=[C:17]([C:28]([O-:30])=[O:29])[CH:18]=1.[K+:36].[K+:36]. The catalyst class is: 14. (9) Reactant: C([O:8][C:9]([N:11]1[C@H:15]([C:16]([OH:18])=O)[CH2:14][S:13][C@@H:12]1[C:19]1[N:20]([CH3:24])[CH:21]=[CH:22][N:23]=1)=[O:10])C1C=CC=CC=1.[CH2:25](OC(N1[C@H](C(O)=O)CS[C@H]1C1N(C)C=CN=1)=O)[C:26]1[CH:31]=[CH:30][CH:29]=[CH:28][CH:27]=1.CCN(C(C)C)C(C)C.CN(C(ON1N=NC2C=CC=NC1=2)=[N+](C)C)C.F[P-](F)(F)(F)(F)F.[NH2:82][C:83]1[S:84][CH:85]=[C:86]([C:88]2[CH:99]=[CH:98][C:91]([C:92]([NH:94][CH:95]3[CH2:97][CH2:96]3)=[O:93])=[CH:90][CH:89]=2)[N:87]=1. Product: [CH2:25]([O:8][C:9]([N:11]1[CH:15]([C:16](=[O:18])[NH:82][C:83]2[S:84][CH:85]=[C:86]([C:88]3[CH:89]=[CH:90][C:91]([C:92](=[O:93])[NH:94][CH:95]4[CH2:96][CH2:97]4)=[CH:98][CH:99]=3)[N:87]=2)[CH2:14][S:13][CH:12]1[C:19]1[N:20]([CH3:24])[CH:21]=[CH:22][N:23]=1)=[O:10])[C:26]1[CH:31]=[CH:30][CH:29]=[CH:28][CH:27]=1. The catalyst class is: 3.